Task: Predict the reactants needed to synthesize the given product.. Dataset: Full USPTO retrosynthesis dataset with 1.9M reactions from patents (1976-2016) (1) Given the product [OH:34][C:24]1([C:22]2[S:23][C:19]([C:4]3[CH:5]=[C:6]([NH:8][C:9]4[N:14]=[C:13]([C:15]([F:17])([F:16])[F:18])[CH:12]=[CH:11][N:10]=4)[CH:7]=[C:2]([CH3:1])[CH:3]=3)=[CH:20][N:21]=2)[CH2:33][CH2:32][NH:35][C:27](=[O:28])[CH2:26][CH2:25]1, predict the reactants needed to synthesize it. The reactants are: [CH3:1][C:2]1[CH:3]=[C:4]([C:19]2[S:23][C:22]([C:24]3([OH:34])[CH2:33][CH2:32][C:27]4(OCC[O:28]4)[CH2:26][CH2:25]3)=[N:21][CH:20]=2)[CH:5]=[C:6]([NH:8][C:9]2[N:14]=[C:13]([C:15]([F:18])([F:17])[F:16])[CH:12]=[CH:11][N:10]=2)[CH:7]=1.[N-:35]=[N+]=[N-].[Na+].CS(O)(=O)=O.O. (2) Given the product [CH3:1][C:2]1[C:20]([N+:21]([O-:23])=[O:22])=[CH:19][CH:18]=[CH:17][C:3]=1[C:4](=[O:5])[CH3:6], predict the reactants needed to synthesize it. The reactants are: [CH3:1][C:2]1[C:20]([N+:21]([O-:23])=[O:22])=[CH:19][CH:18]=[CH:17][C:3]=1[C:4]([CH:6](C(OCC)=O)C(OCC)=O)=[O:5].OS(O)(=O)=O.[OH-].[Na+].